The task is: Predict which catalyst facilitates the given reaction.. This data is from Catalyst prediction with 721,799 reactions and 888 catalyst types from USPTO. Reactant: [CH2:1]([C:8]1[CH:13]=[C:12]([Br:14])[CH:11]=[C:10](Br)[CH:9]=1)[C:2]1[CH:7]=[CH:6][CH:5]=[CH:4][CH:3]=1.[Li]CCCC.CN([CH:24]=[O:25])C. Product: [CH2:1]([C:8]1[CH:9]=[C:10]([CH:11]=[C:12]([Br:14])[CH:13]=1)[CH:24]=[O:25])[C:2]1[CH:3]=[CH:4][CH:5]=[CH:6][CH:7]=1. The catalyst class is: 56.